Dataset: Reaction yield outcomes from USPTO patents with 853,638 reactions. Task: Predict the reaction yield, written as a fraction of the theoretical maximum amount of product (1.0 means a 100% yield; for example, 0.34 means a 34% yield). (1) The yield is 0.840. The catalyst is CN(C=O)C. The reactants are [O:1]=[C:2]1[NH:7][C:6]([C@H:8]2[CH2:12][CH2:11][CH2:10][N:9]2[C:13]2[CH:18]=[CH:17][N:16]3[N:19]=[CH:20][C:21]([C:22]([O:24][CH2:25][CH3:26])=[O:23])=[C:15]3[N:14]=2)=[CH:5][CH:4]=[CH:3]1.[H-].[Li+].Br[CH2:30][CH2:31][CH2:32][N:33]1[C:41](=[O:42])[C:40]2[C:35](=[CH:36][CH:37]=[CH:38][CH:39]=2)[C:34]1=[O:43]. The product is [O:43]=[C:34]1[C:35]2[C:40](=[CH:39][CH:38]=[CH:37][CH:36]=2)[C:41](=[O:42])[N:33]1[CH2:32][CH2:31][CH2:30][O:1][C:2]1[N:7]=[C:6]([C@H:8]2[CH2:12][CH2:11][CH2:10][N:9]2[C:13]2[CH:18]=[CH:17][N:16]3[N:19]=[CH:20][C:21]([C:22]([O:24][CH2:25][CH3:26])=[O:23])=[C:15]3[N:14]=2)[CH:5]=[CH:4][CH:3]=1. (2) The reactants are CN(C)/[CH:3]=[C:4](\[C:8]1[CH:13]=[CH:12][CH:11]=[CH:10][CH:9]=1)/[C:5](=O)[CH3:6].[NH:15]([C:17]1[CH:18]=[C:19]([CH:22]=[CH:23][N:24]=1)[C:20]#[N:21])[NH2:16]. No catalyst specified. The product is [CH3:6][C:5]1[N:15]([C:17]2[CH:18]=[C:19]([C:20]#[N:21])[CH:22]=[CH:23][N:24]=2)[N:16]=[CH:3][C:4]=1[C:8]1[CH:13]=[CH:12][CH:11]=[CH:10][CH:9]=1. The yield is 0.340. (3) The reactants are [CH2:1]([O:8][C:9]1[CH:18]=[C:17]2[C:12]([CH2:13][CH2:14][CH:15]([C:19]([O:21][CH2:22][CH3:23])=[O:20])[O:16]2)=[CH:11][CH:10]=1)[C:2]1[CH:7]=[CH:6][CH:5]=[CH:4][CH:3]=1.CN(C)P(N(C)C)(N(C)C)=O.C[Si]([N-][Si](C)(C)C)(C)C.[Na+].I[CH2:46][CH3:47]. No catalyst specified. The product is [CH2:1]([O:8][C:9]1[CH:18]=[C:17]2[C:12]([CH2:13][CH2:14][C:15]([CH2:46][CH3:47])([C:19]([O:21][CH2:22][CH3:23])=[O:20])[O:16]2)=[CH:11][CH:10]=1)[C:2]1[CH:7]=[CH:6][CH:5]=[CH:4][CH:3]=1. The yield is 0.960. (4) The reactants are [BH4-].[Na+].[F:3][C:4]1[CH:5]=[C:6]([C:21](OC)=[O:22])[C:7]2[C:8]3[C:13]([C:14]=2[CH:15]=1)=[CH:12][C:11]([F:16])=[CH:10][C:9]=3[C:17](OC)=[O:18].CO. The catalyst is O1CCCC1. The product is [F:3][C:4]1[CH:5]=[C:6]([CH2:21][OH:22])[C:7]2[C:8]3[C:13]([C:14]=2[CH:15]=1)=[CH:12][C:11]([F:16])=[CH:10][C:9]=3[CH2:17][OH:18]. The yield is 0.640. (5) The reactants are [ClH:1].Cl.[CH3:3][NH:4][C@@H:5]([C:13]1[CH:18]=[CH:17][CH:16]=[CH:15][CH:14]=1)[CH2:6][N:7]1[CH2:11][CH2:10][C@H:9]([OH:12])[CH2:8]1.[F:19][C:20]([F:32])([F:31])[C:21]1[CH:26]=[CH:25][C:24]([CH2:27][C:28]([OH:30])=O)=[CH:23][CH:22]=1.C(N(CC)C(C)C)(C)C.F[B-](F)(F)F.N1(OC(N(C)C)=[N+](C)C)C2C=CC=CC=2N=N1.Cl. The catalyst is C(#N)C. The product is [ClH:1].[OH:12][C@H:9]1[CH2:10][CH2:11][N:7]([CH2:6][C@@H:5]([N:4]([CH3:3])[C:28](=[O:30])[CH2:27][C:24]2[CH:23]=[CH:22][C:21]([C:20]([F:19])([F:32])[F:31])=[CH:26][CH:25]=2)[C:13]2[CH:18]=[CH:17][CH:16]=[CH:15][CH:14]=2)[CH2:8]1. The yield is 0.630.